From a dataset of Catalyst prediction with 721,799 reactions and 888 catalyst types from USPTO. Predict which catalyst facilitates the given reaction. (1) Reactant: [Cl-].[In+3].[Cl-].[Cl-].FC(F)(F)C(O)=O.[F:12][C:13]1[CH:14]=[C:15]2[C:19](=[C:20]([CH2:22][S:23]([CH3:26])(=[O:25])=[O:24])[CH:21]=1)[NH:18][CH:17]=[CH:16]2.O[CH:28]([C:34]1[CH:39]=[CH:38][C:37]([CH3:40])=[CH:36][CH:35]=1)[CH:29]1[CH2:31][CH:30]1[C:32]#[N:33]. Product: [F:12][C:13]1[CH:14]=[C:15]2[C:19](=[C:20]([CH2:22][S:23]([CH3:26])(=[O:24])=[O:25])[CH:21]=1)[NH:18][CH:17]=[C:16]2[CH:28]([C:34]1[CH:35]=[CH:36][C:37]([CH3:40])=[CH:38][CH:39]=1)[CH:29]1[CH2:31][CH:30]1[C:32]#[N:33]. The catalyst class is: 417. (2) Reactant: [NH2:1][C:2]1[CH:10]=[CH:9][C:5]([C:6]([NH2:8])=[O:7])=[CH:4][N:3]=1.[Br:11]Br.[OH-].[Na+]. Product: [NH2:1][C:2]1[C:10]([Br:11])=[CH:9][C:5]([C:6]([NH2:8])=[O:7])=[CH:4][N:3]=1. The catalyst class is: 15. (3) Reactant: CS([Cl:5])(=O)=O.[F:6][C:7]1[CH:12]=[CH:11][C:10]([C:13]2[C:18]([C:19]([O:21][CH3:22])=[O:20])=[CH:17][CH:16]=[C:15]([CH3:23])[N+:14]=2[O-])=[CH:9][CH:8]=1. Product: [F:6][C:7]1[CH:12]=[CH:11][C:10]([C:13]2[C:18]([C:19]([O:21][CH3:22])=[O:20])=[CH:17][CH:16]=[C:15]([CH2:23][Cl:5])[N:14]=2)=[CH:9][CH:8]=1. The catalyst class is: 11. (4) Reactant: [CH2:1]([OH:13])[CH2:2][O:3][CH2:4][CH2:5][O:6][CH2:7][CH2:8][O:9][CH2:10][CH2:11][OH:12].[CH3:14][C:15]([Si:18](Cl)([CH3:20])[CH3:19])([CH3:17])[CH3:16].C(N(CC)CC)C. Product: [C:15]([Si:18]([CH3:20])([CH3:19])[O:12][CH2:11][CH2:10][O:9][CH2:8][CH2:7][O:6][CH2:5][CH2:4][O:3][CH2:2][CH2:1][OH:13])([CH3:17])([CH3:16])[CH3:14]. The catalyst class is: 4. (5) Product: [CH2:1]([O:8][C:9]1[C:18]([O:19][CH3:20])=[CH:17][CH:16]=[C:15]2[C:10]=1[CH2:11][CH2:12][N:13]1[CH2:24][CH:25]([C:29]3[CH:30]=[C:31]([CH3:35])[CH:32]=[CH:33][CH:34]=3)[C:26](=[O:28])[CH2:27][CH:14]12)[C:2]1[CH:7]=[CH:6][CH:5]=[CH:4][CH:3]=1. Reactant: [CH2:1]([O:8][C:9]1[C:18]([O:19][CH3:20])=[CH:17][CH:16]=[C:15]2[C:10]=1[CH2:11][CH2:12][N:13]=[CH:14]2)[C:2]1[CH:7]=[CH:6][CH:5]=[CH:4][CH:3]=1.Cl.CN(C)[CH2:24][CH:25]([C:29]1[CH:30]=[C:31]([CH3:35])[CH:32]=[CH:33][CH:34]=1)[C:26](=[O:28])[CH3:27].O.C([O-])(O)=O.[Na+]. The catalyst class is: 220. (6) Reactant: [Cl:1][C:2]1[CH:10]=[C:9]2[C:5](/[C:6](=[CH:20]/[C:21]3[CH:26]=[CH:25][CH:24]=[C:23]([Cl:27])[CH:22]=3)/[C:7](=[O:19])[N:8]2[CH2:11][O:12][CH2:13][CH2:14][Si](C)(C)C)=[CH:4][CH:3]=1.[CH2:28]=[C:29]([CH:32]=[N:33][C:34]([O:36][Si:37]([CH3:40])([CH3:39])[CH3:38])=[CH2:35])[CH2:30][CH3:31]. The catalyst class is: 11. Product: [Cl:1][C:2]1[CH:10]=[C:9]2[NH:8][C:7](=[O:19])[C:6]3([CH:20]([C:21]4[CH:26]=[CH:25][CH:24]=[C:23]([Cl:27])[CH:22]=4)[CH2:35][C:34](=[O:36])[NH:33][CH:32]3[C:29](=[CH2:28])[CH2:30][CH3:31])[C:5]2=[CH:4][CH:3]=1.[CH3:11][O:12][CH:13]([Si:37]([CH3:38])([CH3:39])[CH3:40])[CH3:14]. (7) Reactant: C(N[C@@H](C(O)=O)[CH2:10][C:11]1[CH:16]=[CH:15][CH:14]=[CH:13][CH:12]=1)(OC(C)(C)C)=O.[OH2:20].[NH4+:21].CN(C(ON1N=[N:37][C:32]2[CH:33]=[CH:34][CH:35]=[CH:36][C:31]1=2)=[N+](C)C)C.F[P-](F)(F)(F)(F)F.CCN(C(C)C)[CH:49]([CH3:51])[CH3:50].F[C:56](F)(F)[C:57]([OH:59])=[O:58]. Product: [C:10]([NH:21][C@H:56]([C:57]([OH:59])=[O:58])[CH2:50][C:49]1[C:31]2[C:32](=[CH:33][CH:34]=[CH:35][CH:36]=2)[NH:37][CH:51]=1)(=[O:20])[C:11]1[CH:12]=[CH:13][CH:14]=[CH:15][CH:16]=1. The catalyst class is: 61. (8) Reactant: C1C2C(C[O:15][C:16]([N:18]3[CH2:23][C@H:22]([NH:24][S:25]([C:28]4[CH:33]=[CH:32][C:31]([CH3:34])=[CH:30][CH:29]=4)(=[O:27])=[O:26])[CH2:21][C@H:20]([C:35]([OH:37])=[O:36])[CH2:19]3)=[O:17])C3C(=CC=CC=3)C=2C=CC=1.N1CCCCC1.C(OC(O[C:47]([CH3:50])([CH3:49])[CH3:48])=O)(O[C:47]([CH3:50])([CH3:49])[CH3:48])=O.C([O-])([O-])=O.[K+].[K+]. Product: [C:47]([O:15][C:16]([N:18]1[CH2:23][C@H:22]([NH:24][S:25]([C:28]2[CH:33]=[CH:32][C:31]([CH3:34])=[CH:30][CH:29]=2)(=[O:27])=[O:26])[CH2:21][C@H:20]([C:35]([OH:37])=[O:36])[CH2:19]1)=[O:17])([CH3:50])([CH3:49])[CH3:48]. The catalyst class is: 258. (9) Reactant: COC1C=CC(C[N:8]2[CH:19]=[C:18]3[C:10]([CH:11]([CH2:28][CH2:29][CH3:30])[CH2:12][C:13]4[S:14][C:15]([NH:20][C:21]5[N:26]=[C:25]([CH3:27])[CH:24]=[CH:23][N:22]=5)=[N:16][C:17]=43)=[N:9]2)=CC=1. Product: [CH3:27][C:25]1[CH:24]=[CH:23][N:22]=[C:21]([NH:20][C:15]2[S:14][C:13]3[CH2:12][CH:11]([CH2:28][CH2:29][CH3:30])[C:10]4[NH:9][N:8]=[CH:19][C:18]=4[C:17]=3[N:16]=2)[N:26]=1. The catalyst class is: 67. (10) Reactant: Br[C:2]1[S:6][C:5]([N:7]([CH:15]([CH3:17])[CH3:16])[C:8](=[O:14])[O:9][C:10]([CH3:13])([CH3:12])[CH3:11])=[N:4][CH:3]=1.C([Li])CCC.C(O[B:27]1[O:31][C:30]([CH3:33])([CH3:32])[C:29]([CH3:35])([CH3:34])[O:28]1)(C)C.[Cl-].[NH4+]. Product: [C:10]([O:9][C:8](=[O:14])[N:7]([CH:15]([CH3:17])[CH3:16])[C:5]1[S:6][C:2]([B:27]2[O:31][C:30]([CH3:33])([CH3:32])[C:29]([CH3:35])([CH3:34])[O:28]2)=[CH:3][N:4]=1)([CH3:13])([CH3:12])[CH3:11]. The catalyst class is: 1.